This data is from Reaction yield outcomes from USPTO patents with 853,638 reactions. The task is: Predict the reaction yield, written as a fraction of the theoretical maximum amount of product (1.0 means a 100% yield; for example, 0.34 means a 34% yield). (1) The reactants are [CH2:1]([C:3]1[C:4](=[O:10])[NH:5][C:6]([CH3:9])=[CH:7][CH:8]=1)[CH3:2].[Br:11]N1C(=O)CCC1=O. The catalyst is CO. The product is [Br:11][C:7]1[CH:8]=[C:3]([CH2:1][CH3:2])[C:4](=[O:10])[NH:5][C:6]=1[CH3:9]. The yield is 0.950. (2) The reactants are [C:1]([C:6]1[S:10][C:9]([NH:11][C:12]([C:14]2[CH:19]=[CH:18][N:17]=[C:16]([CH2:20]Cl)[CH:15]=2)=[O:13])=[N:8][C:7]=1[C:22]1[O:23][CH:24]=[CH:25][CH:26]=1)(=[O:5])[CH2:2][CH2:3][CH3:4].[H-].[Na+].[OH2:29].[CH3:30]O. No catalyst specified. The product is [C:1]([C:6]1[S:10][C:9]([NH:11][C:12]([C:14]2[CH:19]=[CH:18][N:17]=[C:16]([CH2:20][O:29][CH3:30])[CH:15]=2)=[O:13])=[N:8][C:7]=1[C:22]1[O:23][CH:24]=[CH:25][CH:26]=1)(=[O:5])[CH2:2][CH2:3][CH3:4]. The yield is 0.550. (3) The reactants are Br[CH2:2][CH2:3][CH2:4][N:5]1[CH2:9][CH2:8][N:7]([CH2:10][CH2:11][OH:12])[C:6]1=[C:13]([C:16]#[N:17])[C:14]#[N:15].[NH:18]1[CH2:23][CH2:22][CH2:21][CH2:20][CH2:19]1. The catalyst is O1CCOCC1.[Cl-].[Na+].O. The product is [OH:12][CH2:11][CH2:10][N:7]1[CH2:8][CH2:9][N:5]([CH2:4][CH2:3][CH2:2][N:18]2[CH2:23][CH2:22][CH2:21][CH2:20][CH2:19]2)[C:6]1=[C:13]([C:16]#[N:17])[C:14]#[N:15]. The yield is 0.898. (4) The reactants are [C:1]1(=[O:17])[O:16][CH2:15][CH2:14][CH2:13][CH2:12][CH2:11][CH2:10][CH2:9][CH2:8][CH2:7][CH2:6][CH2:5][CH2:4][CH2:3][CH2:2]1.[OH-:18].[K+]. The catalyst is [Br-].C([N+](CCCC)(CCCC)CCCC)CCC.C1COCC1.O. The product is [OH:18][CH2:15][CH2:14][CH2:13][CH2:12][CH2:11][CH2:10][CH2:9][CH2:8][CH2:7][CH2:6][CH2:5][CH2:4][CH2:3][CH2:2][C:1]([OH:16])=[O:17]. The yield is 0.970. (5) The reactants are [CH2:1]([O:3][C:4](=[O:31])[CH2:5][C:6]([CH3:30])([CH3:29])[C:7]#[C:8][C:9]1[CH:14]=[C:13]([N+:15]([O-:17])=[O:16])[CH:12]=[CH:11][C:10]=1[NH:18][CH2:19][CH2:20][O:21][Si](C(C)(C)C)(C)C)[CH3:2].CCCC[N+](CCCC)(CCCC)CCCC.[F-]. The catalyst is CC#N.Cl[Pd]Cl. The product is [CH2:1]([O:3][C:4](=[O:31])[CH2:5][C:6]([C:7]1[N:18]([CH2:19][CH2:20][OH:21])[C:10]2[C:9]([CH:8]=1)=[CH:14][C:13]([N+:15]([O-:17])=[O:16])=[CH:12][CH:11]=2)([CH3:30])[CH3:29])[CH3:2]. The yield is 0.600. (6) The reactants are [N-:1]=[C:2]=[S:3].C1([S:10]([C:13]2[CH:18]=[CH:17][CH:16]=[CH:15][C:14]=2[NH:19]C(=O)N[C@H](C(OC)=O)CC2C=CC(OC(=O)C3C(Cl)=CN=CC=3Cl)=CC=2)(=[O:12])=[O:11])C=CC=CC=1.N[C@@H:47]([CH2:51][C:52]1[CH:57]=[CH:56][C:55]([NH:58][C:59]([C:61]2[C:66]([Cl:67])=[CH:65][N:64]=[CH:63][C:62]=2[Cl:68])=[O:60])=[CH:54][CH:53]=1)[C:48]([OH:50])=[O:49].[N:69]1[CH:74]=[CH:73][CH:72]=[CH:71][CH:70]=1.O. No catalyst specified. The product is [Cl:68][C:62]1[CH:63]=[N:64][CH:65]=[C:66]([Cl:67])[C:61]=1[C:59]([NH:58][C:55]1[CH:56]=[CH:57][C:52]([CH2:51][C@H:47]([NH:1][C:2]([NH:19][C:14]2[CH:15]=[CH:16][CH:17]=[CH:18][C:13]=2[S:10]([N:69]2[CH2:74][CH2:73][CH2:72][CH2:71][CH2:70]2)(=[O:11])=[O:12])=[S:3])[C:48]([OH:50])=[O:49])=[CH:53][CH:54]=1)=[O:60]. The yield is 0.800.